This data is from Forward reaction prediction with 1.9M reactions from USPTO patents (1976-2016). The task is: Predict the product of the given reaction. (1) Given the reactants Br[C:2]1[CH:7]=[CH:6][C:5]([C:8]2[CH:13]=[CH:12][C:11]([CH2:14][CH2:15][CH2:16][OH:17])=[CH:10][CH:9]=2)=[CH:4][C:3]=1[F:18].[F:19][C:20]1[CH:21]=[C:22]([OH:35])[CH:23]=[CH:24][C:25]=1B1OC(C)(C)C(C)(C)O1.CCOCC, predict the reaction product. The product is: [F:19][C:20]1[CH:21]=[C:22]([OH:35])[CH:23]=[CH:24][C:25]=1[C:2]1[CH:7]=[CH:6][C:5]([C:8]2[CH:13]=[CH:12][C:11]([CH2:14][CH2:15][CH2:16][OH:17])=[CH:10][CH:9]=2)=[CH:4][C:3]=1[F:18]. (2) The product is: [Cl:2][C:3]1[N:4]=[C:5]2[N:9]([C:10]=1[S:11]([N:14]1[C:22]3[C:17](=[CH:18][CH:19]=[CH:20][CH:21]=3)[C:16]([CH2:23][CH2:24][NH:25][C:33](=[O:35])[CH3:34])=[CH:15]1)(=[O:12])=[O:13])[CH:8]=[CH:7][S:6]2. Given the reactants Cl.[Cl:2][C:3]1[N:4]=[C:5]2[N:9]([C:10]=1[S:11]([N:14]1[C:22]3[C:17](=[CH:18][CH:19]=[CH:20][CH:21]=3)[C:16]([CH2:23][CH2:24][NH2:25])=[CH:15]1)(=[O:13])=[O:12])[CH:8]=[CH:7][S:6]2.C(N(CC)CC)C.[C:33](OC(=O)C)(=[O:35])[CH3:34].C([O-])(O)=O.[Na+], predict the reaction product. (3) Given the reactants [NH2:1][C:2]1[CH:3]=[N:4][C:5]([C:8]([F:11])([F:10])[F:9])=[CH:6][CH:7]=1.N1(C(N2C=CN=C2)=S)C=CN=[CH:13]1.[Cl:24][C:25]1[CH:30]=[CH:29][CH:28]=[C:27]([Cl:31])[C:26]=1[C:32]1[NH:33][C:34]2[CH:40]=[C:39]([C:41]([NH:43][NH2:44])=[O:42])[CH:38]=[CH:37][C:35]=2[N:36]=1.CCN=C=NCCCN(C)C, predict the reaction product. The product is: [Cl:24][C:25]1[CH:30]=[CH:29][CH:28]=[C:27]([Cl:31])[C:26]=1[C:32]1[NH:33][C:34]2[CH:40]=[C:39]([C:41]3[O:42][C:13]([NH:1][C:2]4[CH:3]=[N:4][C:5]([C:8]([F:11])([F:9])[F:10])=[CH:6][CH:7]=4)=[N:44][N:43]=3)[CH:38]=[CH:37][C:35]=2[N:36]=1. (4) Given the reactants C(O[C:9](=[O:37])[C@@H:10]1[CH2:14][CH2:13][CH2:12][N:11]1[C:15](=[O:36])[CH2:16][CH2:17][C:18](=[O:35])[C@@H:19]([NH:27][C:28]([O:30]C(C)(C)C)=O)[CH2:20][C:21]1[CH:26]=[CH:25][CH:24]=[CH:23][CH:22]=1)C1C=CC=CC=1.F[C:39](F)(F)[C:40](O)=O.N1C=[CH:49][CH:48]=[CH:47][CH:46]=1.[C:51](Cl)(=[O:58])[C:52]1[CH:57]=[CH:56][CH:55]=[CH:54][CH:53]=1, predict the reaction product. The product is: [CH2:51]([O:58][C:9](=[O:37])[C@@H:10]1[CH2:14][CH2:13][CH2:12][N:11]1[C:15](=[O:36])[CH2:16][CH2:17][C:18](=[O:35])[C@@H:19]([NH:27][C:28](=[O:30])[C:40]1[CH:39]=[CH:49][CH:48]=[CH:47][CH:46]=1)[CH2:20][C:21]1[CH:22]=[CH:23][CH:24]=[CH:25][CH:26]=1)[C:52]1[CH:57]=[CH:56][CH:55]=[CH:54][CH:53]=1. (5) The product is: [F:14][C:11]1[CH:12]=[CH:13][C:8]([C:6]2[N:5]=[C:4]([NH:15][C:16]3[CH:21]=[CH:20][C:19]([O:22][C:23]([F:26])([F:25])[F:24])=[CH:18][CH:17]=3)[CH:3]=[C:2]([N:27]3[CH2:32][CH2:31][O:30][CH2:29][CH2:28]3)[N:7]=2)=[CH:9][CH:10]=1. Given the reactants Cl[C:2]1[N:7]=[C:6]([C:8]2[CH:13]=[CH:12][C:11]([F:14])=[CH:10][CH:9]=2)[N:5]=[C:4]([NH:15][C:16]2[CH:21]=[CH:20][C:19]([O:22][C:23]([F:26])([F:25])[F:24])=[CH:18][CH:17]=2)[CH:3]=1.[NH:27]1[CH2:32][CH2:31][O:30][CH2:29][CH2:28]1, predict the reaction product.